From a dataset of Forward reaction prediction with 1.9M reactions from USPTO patents (1976-2016). Predict the product of the given reaction. (1) Given the reactants [C:1]([O:4][CH2:5][C@@H:6]1[C@@H:11]([O:12][C:13](=[O:15])[CH3:14])[C@H:10]([O:16][C:17](=[O:19])[CH3:18])[C@H:9]([O:20][C:21](=[O:23])[CH3:22])[C@@H:8]([C:24]2[CH:29]=[CH:28][CH:27]=[C:26]([O:30][C:31]3[CH:32]=[N:33][C:34]([NH2:37])=[CH:35][CH:36]=3)[CH:25]=2)[O:7]1)(=[O:3])[CH3:2].Cl[CH2:39][C:40](=O)[CH3:41], predict the reaction product. The product is: [C:1]([O:4][CH2:5][C@@H:6]1[C@@H:11]([O:12][C:13](=[O:15])[CH3:14])[C@H:10]([O:16][C:17](=[O:19])[CH3:18])[C@H:9]([O:20][C:21](=[O:23])[CH3:22])[C@@H:8]([C:24]2[CH:29]=[CH:28][CH:27]=[C:26]([O:30][C:31]3[CH:36]=[CH:35][C:34]4[N:33]([CH:39]=[C:40]([CH3:41])[N:37]=4)[CH:32]=3)[CH:25]=2)[O:7]1)(=[O:3])[CH3:2]. (2) Given the reactants [Cl:1][C:2]1[C:3]([NH:12][S:13]([C:16]2[CH:25]=[CH:24][C:19]([C:20]([O:22][CH3:23])=[O:21])=[CH:18][CH:17]=2)(=[O:15])=[O:14])=[N:4][CH:5]=[C:6]([C:8]([F:11])([F:10])[F:9])[CH:7]=1.Br[CH2:27][C:28]1[CH:33]=[CH:32][C:31]([C:34]([F:37])([F:36])[F:35])=[CH:30][CH:29]=1, predict the reaction product. The product is: [Cl:1][C:2]1[C:3]([N:12]([CH2:27][C:28]2[CH:29]=[CH:30][C:31]([C:34]([F:35])([F:36])[F:37])=[CH:32][CH:33]=2)[S:13]([C:16]2[CH:25]=[CH:24][C:19]([C:20]([O:22][CH3:23])=[O:21])=[CH:18][CH:17]=2)(=[O:15])=[O:14])=[N:4][CH:5]=[C:6]([C:8]([F:11])([F:9])[F:10])[CH:7]=1. (3) Given the reactants [NH2:1][CH:2]([CH2:15][C:16]1[CH:21]=[CH:20][C:19]([F:22])=[CH:18][CH:17]=1)[CH:3]([C:5]1[CH:10]=[CH:9][C:8]([C:11]([F:14])([F:13])[F:12])=[CH:7][CH:6]=1)[OH:4].[C:23]1([C:33](Cl)=[O:34])[C:32]2[C:27](=[CH:28][CH:29]=[CH:30][CH:31]=2)[CH:26]=[CH:25][CH:24]=1.C(=O)([O-])O.[Na+], predict the reaction product. The product is: [F:22][C:19]1[CH:18]=[CH:17][C:16]([CH2:15][CH:2]([NH:1][C:33]([C:23]2[C:32]3[C:27](=[CH:28][CH:29]=[CH:30][CH:31]=3)[CH:26]=[CH:25][CH:24]=2)=[O:34])[CH:3]([OH:4])[C:5]2[CH:10]=[CH:9][C:8]([C:11]([F:12])([F:13])[F:14])=[CH:7][CH:6]=2)=[CH:21][CH:20]=1. (4) Given the reactants [CH2:1]([O:4][C:5]1[CH:30]=[C:29]([C:31]2S[C:33]3[CH2:39][CH2:38][CH2:37][CH2:36][C:34]=3[N:35]=2)[CH:28]=[CH:27][C:6]=1[O:7][CH2:8][CH2:9][CH2:10][O:11][C:12]1[CH:13]=[C:14]2[C:18](=[CH:19][CH:20]=1)[C@H:17]([CH2:21][C:22]([O:24]CC)=[O:23])[CH2:16][CH2:15]2)[CH2:2][CH3:3].[OH-:40].[Li+], predict the reaction product. The product is: [CH2:1]([O:4][C:5]1[CH:30]=[C:29]([C:31]2[O:40][C:33]3[CH2:39][CH2:38][CH2:37][CH2:36][C:34]=3[N:35]=2)[CH:28]=[CH:27][C:6]=1[O:7][CH2:8][CH2:9][CH2:10][O:11][C:12]1[CH:13]=[C:14]2[C:18](=[CH:19][CH:20]=1)[C@H:17]([CH2:21][C:22]([OH:24])=[O:23])[CH2:16][CH2:15]2)[CH2:2][CH3:3]. (5) Given the reactants [O:1]=[C:2]1[NH:6][C@H:5]([C:7]([OH:9])=[O:8])[CH2:4][CH2:3]1.C(#N)C.[Cl:13][C:14]1[CH:19]=[CH:18][C:17](B(O)O)=[CH:16][CH:15]=1, predict the reaction product. The product is: [Cl:13][C:14]1[CH:19]=[CH:18][C:17]([N:6]2[C:2](=[O:1])[CH2:3][CH2:4][C@H:5]2[C:7]([OH:9])=[O:8])=[CH:16][CH:15]=1. (6) Given the reactants [NH2:1][C:2]1[S:3][C:4]([CH3:12])=[C:5]([C:7](OCC)=[O:8])[N:6]=1.[CH3:13][NH2:14], predict the reaction product. The product is: [NH2:1][C:2]1[S:3][C:4]([CH3:12])=[C:5]([C:7]([NH:14][CH3:13])=[O:8])[N:6]=1. (7) Given the reactants [CH3:1][C:2]1[CH:3]=[C:4]2[C:9](=[CH:10][CH:11]=1)[N:8]=[C:7](Cl)[N:6]=[C:5]2Cl.[NH2:14][C:15]1[CH:22]=[CH:21][C:18]([CH2:19][NH2:20])=[CH:17][CH:16]=1.[C:23]([C:25]1[CH:33]=[CH:32][C:28]([C:29](Cl)=[O:30])=[CH:27][CH:26]=1)#[N:24].[CH3:34][NH2:35], predict the reaction product. The product is: [C:23]([C:25]1[CH:33]=[CH:32][C:28]([C:29]([NH:14][C:15]2[CH:22]=[CH:21][C:18]([CH2:19][NH:20][C:5]3[C:4]4[C:9](=[CH:10][CH:11]=[C:2]([CH3:1])[CH:3]=4)[N:8]=[C:7]([NH:35][CH3:34])[N:6]=3)=[CH:17][CH:16]=2)=[O:30])=[CH:27][CH:26]=1)#[N:24]. (8) Given the reactants [CH2:1]([CH:6]1[C:11]2=[N:12][C:13]([C:23]3[CH:28]=[CH:27][C:26]([CH3:29])=[CH:25][CH:24]=3)=[C:14]([C:16]3[CH:21]=[CH:20][C:19]([CH3:22])=[CH:18][CH:17]=3)[N:15]=[C:10]2[CH:9]=[CH:8][N:7]1[C:30]([O:32][C:33]1[CH:38]=[CH:37][CH:36]=[CH:35][CH:34]=1)=[O:31])[CH2:2][CH2:3][CH:4]=[CH2:5].[CH2:39]([O:41][C:42](=[O:45])C=C)[CH3:40], predict the reaction product. The product is: [CH2:39]([O:41][C:42](=[O:45])/[CH:5]=[CH:4]/[CH2:3][CH2:2][CH2:1][CH:6]1[C:11]2=[N:12][C:13]([C:23]3[CH:24]=[CH:25][C:26]([CH3:29])=[CH:27][CH:28]=3)=[C:14]([C:16]3[CH:21]=[CH:20][C:19]([CH3:22])=[CH:18][CH:17]=3)[N:15]=[C:10]2[CH:9]=[CH:8][N:7]1[C:30]([O:32][C:33]1[CH:34]=[CH:35][CH:36]=[CH:37][CH:38]=1)=[O:31])[CH3:40]. (9) Given the reactants Cl[S:2]([C:5]1[CH:14]=[CH:13][CH:12]=[CH:11][C:6]=1[C:7]([O:9][CH3:10])=[O:8])(=[O:4])=[O:3].C(N(C(C)C)CC)(C)C.[CH3:24][C:25]1[S:29][C:28](=[NH:30])[N:27]([CH2:31][C:32]2[C:41]3[C:36](=[CH:37][CH:38]=[CH:39][CH:40]=3)[CH:35]=[CH:34][CH:33]=2)[CH:26]=1.[Cl-].[Na+], predict the reaction product. The product is: [CH3:24][C:25]1[S:29]/[C:28](=[N:30]\[S:2]([C:5]2[CH:14]=[CH:13][CH:12]=[CH:11][C:6]=2[C:7]([O:9][CH3:10])=[O:8])(=[O:4])=[O:3])/[N:27]([CH2:31][C:32]2[C:41]3[C:36](=[CH:37][CH:38]=[CH:39][CH:40]=3)[CH:35]=[CH:34][CH:33]=2)[CH:26]=1.